This data is from Experimentally validated miRNA-target interactions with 360,000+ pairs, plus equal number of negative samples. The task is: Binary Classification. Given a miRNA mature sequence and a target amino acid sequence, predict their likelihood of interaction. (1) The miRNA is hsa-miR-1343-3p with sequence CUCCUGGGGCCCGCACUCUCGC. The protein sequence of the target gene is MSQVLGKPQPQDEDDAEEEEEEDELVGLADYGDGPDSSDADPDSGTEEGVLDFSDPFSTEVKPRILLMGLRRSGKSSIQKVVFHKMSPNETLFLESTNKICREDVSNSSFVNFQIWDFPGQIDFFDPTFDYEMIFRGTGALIFVIDSQDDYMEALARLHLTVTRAYKVNTDINFEVFIHKVDGLSDDHKIETQRDIHQRANDDLADAGLEKIHLSFYLTSIYDHSIFEAFSKVVQKLIPQLPTLENLLNIFISNSGIEKAFLFDVVSKIYIATDSTPVDMQTYELCCDMIDVVIDISCIY.... Result: 1 (interaction). (2) The miRNA is hsa-miR-6857-3p with sequence UGACUGAGCUUCUCCCCACAG. The protein sequence of the target gene is MSEADGLRQRRPLRPQVVTDDDGQAPEAKDGSSFSGRVFRVTFLMLAVSLTVPLLGAMMLLESPIDPQPLSFKEPPLLLGVLHPNTKLRQAERLFENQLVGPESIAHIGDVMFTGTADGRVVKLENGEIETIARFGSGPCKTRDDEPVCGRPLGIRAGPNGTLFVADAYKGLFEVNPWKREVKLLLSSETPIEGKNMSFVNDLTVTQDGRKIYFTDSSSKWQRRDYLLLVMEGTDDGRLLEYDTVTREVKVLLDQLRFPNGVQLSPAEDFVLVAETTMARIRRVYVSGLMKGGADLFVEN.... Result: 0 (no interaction). (3) The miRNA is hsa-miR-30d-5p with sequence UGUAAACAUCCCCGACUGGAAG. The protein sequence of the target gene is MTDTRRRVKVYTLNEDRQWDDRGTGHVSSGYVERLKGMSLLVRAESDGSLLLESKINPNTAYQKQQDTLIVWSEAENYDLALSFQEKAGCDEIWEKICQVQGKDPSVDITQDLVDESEEERFDDMSSPGLELPSCELSRLEEIAELVASSLPSPLRREKLALALENEGYIKKLLELFHVCEDLENIEGLHHLYEIIKGIFLLNRTALFEVMFSEECIMDVIGCLEYDPALSQPRKHREFLTKTAKFKEVIPISDPELKQKIHQTYRVQYIQDMVLPTPSVFEENMLSTLHSFIFFNKVEI.... Result: 1 (interaction). (4) The miRNA is hsa-miR-490-5p with sequence CCAUGGAUCUCCAGGUGGGU. The protein sequence of the target gene is MWQEAMRRRRYLRDRSEEAAGGGDGLPRSRDWLYESYYCMSQQHPLIVFLLLIVMGSCLALLAVFFALGLEVEDHVAFLITVPTALAIFFAIFILVCIESVFKKLLRLFSLVIWICLVAMGYLFMCFGGTVSPWDQVSFFLFIIFVVYTMLPFNMRDAIIASVLTSSSHTIVLSVCLSATPGGKEHLVWQILANVIIFICGNLAGAYHKHLMELALQQTYQDTCNCIKSRIKLEFEKRQQERLLLSLLPAHIAMEMKAEIIQRLQGPKAGQMENTNNFHNLYVKRHTNVSILYADIVGFT.... Result: 0 (no interaction). (5) The miRNA is mmu-miR-6516-3p with sequence UCAUGUAUGAUACUGCAAACAG. The protein sequence of the target gene is MRLLPRLLLLLLLVFPATVLFRGGPRGLLAVAQDLTEDEETVEDSIIEDEDDEAEVEEDEPTDLVEDKEEEDVSGEPEASPSADTTILFVKGEDFPANNIVKFLVGFTNKGTEDFIVESLDASFRYPQDYQFYIQNFTALPLNTVVPPQRQATFEYSFIPAEPMGGRPFGLVINLNYKDLNGNVFQDAVFNQTVTVIEREDGLDGETIFMYMFLAGLGLLVIVGLHQLLESRKRKRPIQKVEMGTSSQNDVDMSWIPQETLNQINKASPRRLPRKRAQKRSVGSDE. Result: 0 (no interaction). (6) The miRNA is hsa-miR-204-5p with sequence UUCCCUUUGUCAUCCUAUGCCU. The protein sequence of the target gene is MAALVAAAALAAAEPAPAVPQAAGSGGPTSRRDFYWLRSFLAGGIAGCCAKTTVAPLDRVKVLLQAHNRHYKHLGVLSTLRAVPQKEGYLGLYKGNGAMMIRIFPYGAIQFMAFEHYKTFITTKLGVSGHVHRLMAGSMAGMTAVICTYPLDVVRVRLAFQVKGEHTYSGIIHAFKTIYAKEGGFLGFYRGLMPTILGMAPYAGVSFFTFGTLKSVGLSYAPALLGRPSSDNPNVLVLKTHINLLCGGVAGAIAQTISYPFDVTRRRMQLGAVLPEFEKCLTMRETMKYVYGQHGIRRGL.... Result: 0 (no interaction). (7) The miRNA is hsa-miR-6722-3p with sequence UGCAGGGGUCGGGUGGGCCAGG. The protein sequence of the target gene is MPRCTYQLEQNPGFLPDGPGVHARAHCQDLSGPYGHEFATSESLGGRVGKTRAPQSGARSRMERAGPAGEEGGAREGRLLPRAPGAWVLRACAERAALEVGAASADTGVRGCGARGPAPLLASAGGGRARDGTWGVRTKGSGAALPSRPASRAAPRPEASSPPLPLEKARGGLSGPQGGRARGAMAHVGSRKRSRSRSRSRGRGSEKRKKKSRKDTSRNCSASTSQGRKASTAPGAEASPSPCITERSKQKARRRTRSSSSSSSSSSSSSSSSSSSSSSSSSDGRKKRGKYKDKRRKKKK.... Result: 1 (interaction). (8) The miRNA is hsa-miR-301a-5p with sequence GCUCUGACUUUAUUGCACUACU. The protein sequence of the target gene is MPREDRATWKSNYFLKIIQLLDDYPKCFIVGADNVGSKQMQQIRMSLRGKAVVLMGKNTMMRKAIRGHLENNPALEKLLPHIRGNVGFVFTKEDLTEIRDMLLANKVPAAARAGAIAPCEVTVPAQNTGLGPEKTSFFQALGITTKISRGTIEILSDVQLIKTGDKVGASEATLLNMLNISPFSFGLIIQQVFDNGSIYNPEVLDITEQALHSRFLEGVRNVASVCLQIGYPTVASVPHSIINGYKRVLALSVETEYTFPLTEKVKAFLADPSAFAAAAPAAAATTAAPAAAAAPAKAEA.... Result: 0 (no interaction). (9) The miRNA is cel-miR-250-3p with sequence AAUCACAGUCAACUGUUGGC. The protein sequence of the target gene is MATLACRVQFLDDTDPFNSTNFPEPSRPPLFTFREDLALGTQLAGVHRLLRAPHKLDDCTLQLSHNGAYLDLEATLAEQRDELEGFQDDTGRGKKNSIILRTQLSVRVHACIEKLYNSSGRDLRRALFSLKQIFQDDKDLVHEFVIAEGLTCLIKVGAEADQNYQNYILRALGQIMLYVDGMNGVINHSETIQWLYTLVGSKFRLVVKTALKLLLVFVEYSESNAPLLIQAVSAVDTKRGVKPWSNIMEILEEKDGVDTELLVYAMTLVNKTLAGLPDQDTFYDVVDCLEELGIAAVSQR.... Result: 0 (no interaction). (10) The miRNA is hsa-miR-1323 with sequence UCAAAACUGAGGGGCAUUUUCU. The protein sequence of the target gene is MDFDKKGGKGELEEGRRMSKTGTSRSNHGVRSSGTSSGVLMVGPNFRVGKKIGCGNFGELRLGKNLYTNEYVAIKLEPIKSRAPQLHLEYRFYKQLSTTEGVPQVYYFGPCGKYNAMVLELLGPSLEDLFDLCDRTFTLKTVLMIAIQLITRMEYVHTKSLIYRDVKPENFLVGRPGSKRQHSIHIIDFGLAKEYIDPETKKHIPYREHKSLTGTARYMSINTHLGKEQSRRDDLEALGHMFMYFLRGSLPWQGLKADTLKERYQKIGDTKRATPIEVLCESFPEEMATYLRYVRRLDFF.... Result: 0 (no interaction).